This data is from Full USPTO retrosynthesis dataset with 1.9M reactions from patents (1976-2016). The task is: Predict the reactants needed to synthesize the given product. (1) Given the product [CH2:9]([O:8][C:6]1[CH:5]=[CH:4][C:3]([S:16][C:17]2[CH:18]=[CH:19][C:20]([OH:23])=[CH:21][CH:22]=2)=[C:2]([NH:1][C:39]2[C:31]3[CH:30]=[CH:29][C:28]([C:24]([CH3:25])([CH3:26])[CH3:27])=[N:33][C:32]=3[N:34]=[CH:35][N:40]=2)[CH:7]=1)[C:10]1[CH:11]=[CH:12][CH:13]=[CH:14][CH:15]=1, predict the reactants needed to synthesize it. The reactants are: [NH2:1][C:2]1[CH:7]=[C:6]([O:8][CH2:9][C:10]2[CH:15]=[CH:14][CH:13]=[CH:12][CH:11]=2)[CH:5]=[CH:4][C:3]=1[S:16][C:17]1[CH:22]=[CH:21][C:20]([OH:23])=[CH:19][CH:18]=1.[C:24]([C:28]1[N:33]=[C:32]([N:34]=[CH:35]N(C)C)[C:31]([C:39]#[N:40])=[CH:30][CH:29]=1)([CH3:27])([CH3:26])[CH3:25]. (2) Given the product [Cl:24][C:18]1[CH:19]=[C:20]([Cl:23])[CH:21]=[CH:22][C:17]=1[S:16][C:8]1[N:9]2[C:14]([CH:13]=[CH:12][C:11]([F:15])=[CH:10]2)=[C:6]([CH2:5][C:4]([OH:26])=[O:3])[C:7]=1[CH3:25], predict the reactants needed to synthesize it. The reactants are: C([O:3][C:4](=[O:26])[CH2:5][C:6]1[C:7]([CH3:25])=[C:8]([S:16][C:17]2[CH:22]=[CH:21][C:20]([Cl:23])=[CH:19][C:18]=2[Cl:24])[N:9]2[C:14]=1[CH:13]=[CH:12][C:11]([F:15])=[CH:10]2)C.[OH-].[Li+]. (3) Given the product [N:4]1([CH2:9][C:10]2[CH:11]=[C:12]([C:22](=[O:24])[CH2:23][C:32]([C:28]3[CH:27]=[C:26]([CH3:25])[CH:31]=[CH:30][N:29]=3)=[O:33])[CH:13]=[C:14]([CH2:16][N:17]3[CH:21]=[CH:20][CH:19]=[N:18]3)[CH:15]=2)[CH:8]=[CH:7][CH:6]=[N:5]1, predict the reactants needed to synthesize it. The reactants are: C[O-].[Na+].[N:4]1([CH2:9][C:10]2[CH:11]=[C:12]([C:22](=[O:24])[CH3:23])[CH:13]=[C:14]([CH2:16][N:17]3[CH:21]=[CH:20][CH:19]=[N:18]3)[CH:15]=2)[CH:8]=[CH:7][CH:6]=[N:5]1.[CH3:25][C:26]1[CH:31]=[CH:30][N:29]=[C:28]([C:32](OC)=[O:33])[CH:27]=1. (4) Given the product [NH:1]1[C:5]([C:6]2[CH:12]=[CH:11][C:9]([NH:10][C:24](=[O:25])[C@H:23]([NH2:22])[CH2:27][CH:28]([CH3:30])[CH3:29])=[CH:8][C:7]=2[O:13][CH3:14])=[CH:4][N:3]=[CH:2]1, predict the reactants needed to synthesize it. The reactants are: [NH:1]1[C:5]([C:6]2[CH:12]=[CH:11][C:9]([NH2:10])=[CH:8][C:7]=2[O:13][CH3:14])=[CH:4][N:3]=[CH:2]1.C(OC([NH:22][C@H:23]([CH2:27][CH:28]([CH3:30])[CH3:29])[C:24](O)=[O:25])=O)(C)(C)C. (5) Given the product [CH2:30]([O:29][C:18]1[C:19]([CH:26]([CH3:28])[CH3:27])=[CH:20][C:21]([CH:23]([CH3:24])[CH3:25])=[CH:22][C:17]=1[C:13]1[C:11]2[O:12][C:8]([C:6]([CH3:7])=[CH:5][C:4]([OH:32])=[O:3])=[CH:9][C:10]=2[CH:16]=[CH:15][CH:14]=1)[CH3:31], predict the reactants needed to synthesize it. The reactants are: C([O:3][C:4](=[O:32])[CH:5]=[C:6]([C:8]1[O:12][C:11]2[C:13]([C:17]3[CH:22]=[C:21]([CH:23]([CH3:25])[CH3:24])[CH:20]=[C:19]([CH:26]([CH3:28])[CH3:27])[C:18]=3[O:29][CH2:30][CH3:31])=[CH:14][CH:15]=[CH:16][C:10]=2[CH:9]=1)[CH3:7])C.C1COCC1.[Li+].[OH-]. (6) Given the product [F:1][C:2]1[CH:7]=[CH:6][C:5]([C:8]2[C:9]3[C:14](=[N:13][C:12]([C:18]([F:19])([F:20])[F:21])=[CH:11][CH:10]=3)[N:15]=[CH:16][CH:17]=2)=[CH:4][C:3]=1[OH:22], predict the reactants needed to synthesize it. The reactants are: [F:1][C:2]1[CH:7]=[CH:6][C:5]([C:8]2[CH:17]=[CH:16][N:15]=[C:14]3[C:9]=2[CH:10]=[CH:11][C:12]([C:18]([F:21])([F:20])[F:19])=[N:13]3)=[CH:4][C:3]=1[O:22]C.B(Br)(Br)Br.CO.C(=O)([O-])O.[Na+]. (7) Given the product [Cl:1][C:2]1[N:10]=[C:9]2[C:5]([N:6]=[CH:7][N:8]2[CH:11]2[CH2:15][CH2:14][CH2:13][CH2:12]2)=[C:4]([NH:22][CH2:21][C:20]2[C:23]([O:27][CH3:28])=[CH:24][CH:25]=[CH:26][C:19]=2[O:18][CH3:17])[N:3]=1, predict the reactants needed to synthesize it. The reactants are: [Cl:1][C:2]1[N:10]=[C:9]2[C:5]([N:6]=[CH:7][N:8]2[CH:11]2[CH2:15][CH2:14][CH2:13][CH2:12]2)=[C:4](Cl)[N:3]=1.[CH3:17][O:18][C:19]1[CH:26]=[CH:25][CH:24]=[C:23]([O:27][CH3:28])[C:20]=1[CH2:21][NH2:22]. (8) Given the product [Br:29][C:30]1[CH:31]=[C:32]([CH:37]=[CH:38][C:39]=1[CH2:40][CH:12]([C:11]([C:6]1[N:7]([CH3:19])[C:8]2[C:4]([CH:5]=1)=[CH:3][C:2]([Cl:1])=[CH:10][CH:9]=2)=[O:18])[CH2:13][CH2:14][CH2:15][CH2:16][CH3:17])[C:33]([O:35][CH3:36])=[O:34], predict the reactants needed to synthesize it. The reactants are: [Cl:1][C:2]1[CH:3]=[C:4]2[C:8](=[CH:9][CH:10]=1)[NH:7][C:6]([C:11](=[O:18])[CH2:12][CH2:13][CH2:14][CH2:15][CH2:16][CH3:17])=[CH:5]2.[CH3:19][Si]([N-][Si](C)(C)C)(C)C.[K+].[Br:29][C:30]1[CH:31]=[C:32]([CH:37]=[CH:38][C:39]=1[CH2:40]Br)[C:33]([O:35][CH3:36])=[O:34].